Dataset: Catalyst prediction with 721,799 reactions and 888 catalyst types from USPTO. Task: Predict which catalyst facilitates the given reaction. Reactant: C(NC(=O)O)(C)(C)C.[CH3:9][O:10][CH2:11][C:12]1([S:15]([NH2:18])(=[O:17])=[O:16])[CH2:14][CH2:13]1. Product: [CH3:9][O:10][CH2:11][C:12]1([S:15]([NH2:18])(=[O:17])=[O:16])[CH2:14][CH2:13]1. The catalyst class is: 137.